From a dataset of Acute oral toxicity (LD50) regression data from Zhu et al.. Regression/Classification. Given a drug SMILES string, predict its toxicity properties. Task type varies by dataset: regression for continuous values (e.g., LD50, hERG inhibition percentage) or binary classification for toxic/non-toxic outcomes (e.g., AMES mutagenicity, cardiotoxicity, hepatotoxicity). Dataset: ld50_zhu. (1) The molecule is C=CC(C)(CCC=C(C)C)OC(C)=O. The rat oral LD50 is 1.15, given as -log10 of the dose in mol/kg body weight (higher means more acutely toxic). (2) The molecule is O=C1CCc2cc(C=CCN3CCN(c4cccc(Cl)c4)CC3)ccc2N1. The rat oral LD50 is 2.88, given as -log10 of the dose in mol/kg body weight (higher means more acutely toxic). (3) The drug is COP(=O)(OC)SC(C)C. The rat oral LD50 is 3.23, given as -log10 of the dose in mol/kg body weight (higher means more acutely toxic). (4) The molecule is CNC(=O)ON=C1CSCS1. The rat oral LD50 is 4.17, given as -log10 of the dose in mol/kg body weight (higher means more acutely toxic).